From a dataset of Reaction yield outcomes from USPTO patents with 853,638 reactions. Predict the reaction yield, written as a fraction of the theoretical maximum amount of product (1.0 means a 100% yield; for example, 0.34 means a 34% yield). The reactants are [F:1][C:2]1[CH:7]=[CH:6][C:5]([N:8]2[C:12]([C:13]3[O:14]C=CC=3)=[CH:11][C:10]([C:18]([F:21])([F:20])[F:19])=[N:9]2)=[CH:4][C:3]=1[C:22]#[N:23].C(Cl)(Cl)(Cl)Cl.I([O-])(=O)(=O)=[O:30].[Na+]. The catalyst is C(#N)C.O.[Ru](Cl)(Cl)Cl. The product is [F:1][C:2]1[CH:7]=[CH:6][C:5]([N:8]2[C:12]([C:13]([OH:30])=[O:14])=[CH:11][C:10]([C:18]([F:21])([F:20])[F:19])=[N:9]2)=[CH:4][C:3]=1[C:22]#[N:23]. The yield is 0.640.